Predict the reactants needed to synthesize the given product. From a dataset of Full USPTO retrosynthesis dataset with 1.9M reactions from patents (1976-2016). (1) Given the product [CH:8]1([C:7]2[C:2]([O:18][C@@H:16]([CH3:17])[C:15]([F:20])([F:19])[F:14])=[CH:3][C:4]([C:11]([OH:13])=[O:12])=[N:5][CH:6]=2)[CH2:10][CH2:9]1, predict the reactants needed to synthesize it. The reactants are: Cl[C:2]1[C:7]([CH:8]2[CH2:10][CH2:9]2)=[CH:6][N:5]=[C:4]([C:11]([OH:13])=[O:12])[CH:3]=1.[F:14][C:15]([F:20])([F:19])[C@@H:16]([OH:18])[CH3:17].CC(C)([O-])C.[K+]. (2) Given the product [NH2:18][C:16]1[NH:15][N:14]=[C:13]([NH:12][C:5]2[CH:6]=[C:7]([C:8]([F:11])([F:10])[F:9])[C:2]([C:57]3[CH:56]=[CH:55][CH:54]=[C:53]([CH2:52][NH:51][S:48]([CH3:47])(=[O:49])=[O:50])[CH:58]=3)=[C:3]([Cl:19])[CH:4]=2)[N:17]=1, predict the reactants needed to synthesize it. The reactants are: Br[C:2]1[C:7]([C:8]([F:11])([F:10])[F:9])=[CH:6][C:5]([NH:12][C:13]2[N:17]=[C:16]([NH2:18])[NH:15][N:14]=2)=[CH:4][C:3]=1[Cl:19].CN1C(C)(C)CC(SC2C=CC(B3OC(C)(C)C(C)(C)O3)=CC=2)CC1(C)C.[CH3:47][S:48]([NH:51][CH2:52][C:53]1[CH:54]=[C:55](B(O)O)[CH:56]=[CH:57][CH:58]=1)(=[O:50])=[O:49].C([O-])([O-])=O.[K+].[K+]. (3) Given the product [F:14][C:2]([F:1])([F:15])[C:3](=[O:13])[CH2:4][CH2:5][CH2:6][CH2:7][CH2:8][C:9]([NH:27][C:26]1[CH:25]=[CH:24][C:23]([O:16][C:17]2[CH:22]=[CH:21][CH:20]=[CH:19][CH:18]=2)=[CH:29][CH:28]=1)=[O:11], predict the reactants needed to synthesize it. The reactants are: [F:1][C:2]([F:15])([F:14])[C:3](=[O:13])[CH2:4][CH2:5][CH2:6][CH2:7][CH2:8][C:9]([O:11]C)=O.[O:16]([C:23]1[CH:29]=[CH:28][C:26]([NH2:27])=[CH:25][CH:24]=1)[C:17]1[CH:22]=[CH:21][CH:20]=[CH:19][CH:18]=1.NC1C=CC=CC=1.